Regression/Classification. Given a drug SMILES string, predict its toxicity properties. Task type varies by dataset: regression for continuous values (e.g., LD50, hERG inhibition percentage) or binary classification for toxic/non-toxic outcomes (e.g., AMES mutagenicity, cardiotoxicity, hepatotoxicity). Dataset: ames. From a dataset of Ames mutagenicity test results for genotoxicity prediction. (1) The molecule is COC1OC(=O)C(Cl)=C1C(Cl)Cl. The result is 1 (mutagenic). (2) The molecule is CC(=O)ON(C(C)=O)c1ccc(Sc2ccccc2)cc1. The result is 1 (mutagenic). (3) The drug is Cc1cc(O)c2c(c1)C(=O)c1cccc(O)c1C2=O. The result is 1 (mutagenic). (4) The drug is CCc1c(O)ccc2c3c([nH]c12)C(CC)(CC(=O)O)OCC3. The result is 1 (mutagenic). (5) The drug is CC(C)(Cl)[N+](=O)[O-]. The result is 1 (mutagenic). (6) The compound is CCCn1cc2c3c(cccc31)C1CC(C)CN(C#N)C1C2. The result is 1 (mutagenic).